Regression. Given two drug SMILES strings and cell line genomic features, predict the synergy score measuring deviation from expected non-interaction effect. From a dataset of NCI-60 drug combinations with 297,098 pairs across 59 cell lines. (1) Drug 1: C1=NC2=C(N1)C(=S)N=C(N2)N. Drug 2: CC1CCCC2(C(O2)CC(NC(=O)CC(C(C(=O)C(C1O)C)(C)C)O)C(=CC3=CSC(=N3)C)C)C. Cell line: SNB-75. Synergy scores: CSS=1.37, Synergy_ZIP=-3.76, Synergy_Bliss=-0.247, Synergy_Loewe=-3.30, Synergy_HSA=-2.36. (2) Drug 2: CC1C(C(CC(O1)OC2CC(CC3=C2C(=C4C(=C3O)C(=O)C5=CC=CC=C5C4=O)O)(C(=O)C)O)N)O. Synergy scores: CSS=27.6, Synergy_ZIP=0.909, Synergy_Bliss=1.35, Synergy_Loewe=-23.2, Synergy_HSA=0.437. Drug 1: CC1=C(C(CCC1)(C)C)C=CC(=CC=CC(=CC(=O)O)C)C. Cell line: BT-549. (3) Drug 1: CC1=C(C=C(C=C1)NC(=O)C2=CC=C(C=C2)CN3CCN(CC3)C)NC4=NC=CC(=N4)C5=CN=CC=C5. Drug 2: CCC1(C2=C(COC1=O)C(=O)N3CC4=CC5=C(C=CC(=C5CN(C)C)O)N=C4C3=C2)O.Cl. Cell line: A549. Synergy scores: CSS=16.7, Synergy_ZIP=-0.349, Synergy_Bliss=2.32, Synergy_Loewe=-36.2, Synergy_HSA=-0.802. (4) Drug 1: CCN(CC)CCCC(C)NC1=C2C=C(C=CC2=NC3=C1C=CC(=C3)Cl)OC. Drug 2: CC(C)NC(=O)C1=CC=C(C=C1)CNNC.Cl. Cell line: SR. Synergy scores: CSS=64.2, Synergy_ZIP=-1.98, Synergy_Bliss=-2.88, Synergy_Loewe=-21.1, Synergy_HSA=-2.43. (5) Drug 1: CC12CCC(CC1=CCC3C2CCC4(C3CC=C4C5=CN=CC=C5)C)O. Drug 2: CN(C)C1=NC(=NC(=N1)N(C)C)N(C)C. Cell line: A498. Synergy scores: CSS=-7.88, Synergy_ZIP=3.05, Synergy_Bliss=-1.11, Synergy_Loewe=-6.29, Synergy_HSA=-6.29. (6) Drug 1: CCC1=C2CN3C(=CC4=C(C3=O)COC(=O)C4(CC)O)C2=NC5=C1C=C(C=C5)O. Drug 2: C(CC(=O)O)C(=O)CN.Cl. Cell line: MDA-MB-231. Synergy scores: CSS=20.1, Synergy_ZIP=-3.04, Synergy_Bliss=-3.64, Synergy_Loewe=-10.2, Synergy_HSA=-0.615. (7) Drug 1: CC1=C(C(=CC=C1)Cl)NC(=O)C2=CN=C(S2)NC3=CC(=NC(=N3)C)N4CCN(CC4)CCO. Drug 2: CC12CCC3C(C1CCC2O)C(CC4=C3C=CC(=C4)O)CCCCCCCCCS(=O)CCCC(C(F)(F)F)(F)F. Cell line: UACC-257. Synergy scores: CSS=4.43, Synergy_ZIP=-0.490, Synergy_Bliss=1.44, Synergy_Loewe=-3.39, Synergy_HSA=0.444. (8) Drug 2: CCC(=C(C1=CC=CC=C1)C2=CC=C(C=C2)OCCN(C)C)C3=CC=CC=C3.C(C(=O)O)C(CC(=O)O)(C(=O)O)O. Cell line: HOP-62. Synergy scores: CSS=15.9, Synergy_ZIP=2.88, Synergy_Bliss=-0.948, Synergy_Loewe=-6.07, Synergy_HSA=-5.34. Drug 1: C1=CC(=CC=C1CCCC(=O)O)N(CCCl)CCCl.